Dataset: Forward reaction prediction with 1.9M reactions from USPTO patents (1976-2016). Task: Predict the product of the given reaction. (1) Given the reactants [CH:1]([C:4]1[NH:5][C:6]2[C:11]([C:12]=1[CH:13]=[O:14])=[CH:10][CH:9]=[C:8]([O:15][CH3:16])[CH:7]=2)([CH3:3])[CH3:2].Br[CH2:18][C:19]1[CH:23]=[C:22]([CH3:24])[O:21][N:20]=1, predict the reaction product. The product is: [CH:1]([C:4]1[N:5]([CH2:18][C:19]2[CH:23]=[C:22]([CH3:24])[O:21][N:20]=2)[C:6]2[C:11]([C:12]=1[CH:13]=[O:14])=[CH:10][CH:9]=[C:8]([O:15][CH3:16])[CH:7]=2)([CH3:3])[CH3:2]. (2) Given the reactants [C:1]([O:5][C:6]([NH:8][C:9]1[CH:14]=[CH:13][C:12]([CH2:15][CH2:16][O:17][C:18]2[CH:23]=[CH:22][C:21]([CH2:24][CH:25]([O:29][CH2:30][CH3:31])[C:26]([OH:28])=O)=[CH:20][CH:19]=2)=[CH:11][CH:10]=1)=[O:7])([CH3:4])([CH3:3])[CH3:2].[CH2:32]1[CH2:37][CH2:36]C(N=C=N[CH:32]2[CH2:37][CH2:36]C[CH2:34][CH2:33]2)[CH2:34][CH2:33]1.[CH3:47][CH2:48]N(C(C)C)C(C)C.C(NCC1C=CC=CC=1)C.[C:66](#[N:68])[CH3:67], predict the reaction product. The product is: [CH2:66]([N:68]([CH2:47][CH3:48])[C:26](=[O:28])[CH:25]([O:29][CH2:30][CH3:31])[CH2:24][C:21]1[CH:22]=[CH:23][C:18]([O:17][CH2:16][CH2:15][C:12]2[CH:11]=[CH:10][C:9]([NH:8][C:6](=[O:7])[O:5][C:1]([CH3:2])([CH3:3])[CH3:4])=[CH:14][CH:13]=2)=[CH:19][CH:20]=1)[C:67]1[CH:36]=[CH:37][CH:32]=[CH:33][CH:34]=1. (3) Given the reactants [F:1][C:2]1[CH:7]=[CH:6][CH:5]=[C:4]([F:8])[C:3]=1[N:9]1[C:14]2[N:15]=[C:16](S(C)(=O)=O)[N:17]=[C:18]([C:19]3[CH:20]=[C:21]([CH:26]=[CH:27][C:28]=3[CH3:29])[C:22]([NH:24][CH3:25])=[O:23])[C:13]=2[CH2:12][NH:11][C:10]1=[O:34].[NH2:35][CH2:36][CH2:37][CH2:38][N:39]([CH2:44][CH2:45][CH2:46][CH3:47])[CH2:40][CH2:41][CH2:42][CH3:43], predict the reaction product. The product is: [NH4+:9].[OH-:23].[CH2:40]([N:39]([CH2:44][CH2:45][CH2:46][CH3:47])[CH2:38][CH2:37][CH2:36][NH:35][C:16]1[N:17]=[C:18]([C:19]2[CH:20]=[C:21]([CH:26]=[CH:27][C:28]=2[CH3:29])[C:22]([NH:24][CH3:25])=[O:23])[C:13]2[CH2:12][NH:11][C:10](=[O:34])[N:9]([C:3]3[C:2]([F:1])=[CH:7][CH:6]=[CH:5][C:4]=3[F:8])[C:14]=2[N:15]=1)[CH2:41][CH2:42][CH3:43]. (4) Given the reactants [CH3:1][NH:2][CH3:3].[NH:4]1[C:12]2[C:7](=[CH:8][C:9]([NH:13][CH:14]3[CH2:19][CH2:18][CH2:17][N:16]([CH:20]([C:24]4[CH:29]=[CH:28][CH:27]=[CH:26][CH:25]=4)[C:21]([OH:23])=O)[CH2:15]3)=[CH:10][CH:11]=2)[CH:6]=[N:5]1.Cl.C(N=C=NCCCN(C)C)C.ON1C2C=CC=CC=2N=N1.C(=O)([O-])O.[Na+], predict the reaction product. The product is: [CH3:1][N:2]([CH3:3])[C:21](=[O:23])[CH:20]([N:16]1[CH2:17][CH2:18][CH2:19][CH:14]([NH:13][C:9]2[CH:8]=[C:7]3[C:12](=[CH:11][CH:10]=2)[NH:4][N:5]=[CH:6]3)[CH2:15]1)[C:24]1[CH:25]=[CH:26][CH:27]=[CH:28][CH:29]=1. (5) Given the reactants [CH3:1][C:2]1[N:7]=[C:6]([C:8]2[CH:13]=[CH:12][CH:11]=[CH:10][C:9]=2[O:14]CC2C=CC=CC=2)[N:5]([CH2:22][CH2:23][C:24]2[CH:29]=[CH:28][CH:27]=[CH:26][CH:25]=2)[C:4](=[O:30])[C:3]=1[C:31]1[CH:35]=[CH:34][S:33][CH:32]=1, predict the reaction product. The product is: [OH:14][C:9]1[CH:10]=[CH:11][CH:12]=[CH:13][C:8]=1[C:6]1[N:5]([CH2:22][CH2:23][C:24]2[CH:29]=[CH:28][CH:27]=[CH:26][CH:25]=2)[C:4](=[O:30])[C:3]([C:31]2[CH:35]=[CH:34][S:33][CH:32]=2)=[C:2]([CH3:1])[N:7]=1. (6) Given the reactants [H-].[H-].[H-].[H-].[Li+].[Al+3].[Br:7][C:8]1[CH:9]=[CH:10][C:11]([Cl:20])=[C:12]([CH:19]=1)[C:13](N(OC)C)=[O:14].[Cl-].[NH4+], predict the reaction product. The product is: [Br:7][C:8]1[CH:9]=[CH:10][C:11]([Cl:20])=[C:12]([CH:19]=1)[CH:13]=[O:14].